From a dataset of NCI-60 drug combinations with 297,098 pairs across 59 cell lines. Regression. Given two drug SMILES strings and cell line genomic features, predict the synergy score measuring deviation from expected non-interaction effect. (1) Drug 1: CC1C(C(CC(O1)OC2CC(CC3=C2C(=C4C(=C3O)C(=O)C5=C(C4=O)C(=CC=C5)OC)O)(C(=O)CO)O)N)O.Cl. Drug 2: C1=CC(=CC=C1CCCC(=O)O)N(CCCl)CCCl. Cell line: SW-620. Synergy scores: CSS=11.6, Synergy_ZIP=-1.94, Synergy_Bliss=0.920, Synergy_Loewe=1.43, Synergy_HSA=1.04. (2) Drug 1: C1CN1P(=S)(N2CC2)N3CC3. Drug 2: CC1=C2C(C(=O)C3(C(CC4C(C3C(C(C2(C)C)(CC1OC(=O)C(C(C5=CC=CC=C5)NC(=O)OC(C)(C)C)O)O)OC(=O)C6=CC=CC=C6)(CO4)OC(=O)C)O)C)O. Cell line: NCI/ADR-RES. Synergy scores: CSS=23.9, Synergy_ZIP=-2.21, Synergy_Bliss=2.54, Synergy_Loewe=3.55, Synergy_HSA=3.75. (3) Drug 1: CNC(=O)C1=CC=CC=C1SC2=CC3=C(C=C2)C(=NN3)C=CC4=CC=CC=N4. Drug 2: CC1OCC2C(O1)C(C(C(O2)OC3C4COC(=O)C4C(C5=CC6=C(C=C35)OCO6)C7=CC(=C(C(=C7)OC)O)OC)O)O. Cell line: DU-145. Synergy scores: CSS=49.2, Synergy_ZIP=4.99, Synergy_Bliss=4.31, Synergy_Loewe=-7.73, Synergy_HSA=2.52. (4) Drug 2: CS(=O)(=O)OCCCCOS(=O)(=O)C. Drug 1: C1C(C(OC1N2C=NC3=C(N=C(N=C32)Cl)N)CO)O. Cell line: M14. Synergy scores: CSS=35.8, Synergy_ZIP=-0.759, Synergy_Bliss=1.01, Synergy_Loewe=-43.3, Synergy_HSA=0.539. (5) Cell line: NCI/ADR-RES. Drug 2: CC1C(C(CC(O1)OC2CC(CC3=C2C(=C4C(=C3O)C(=O)C5=C(C4=O)C(=CC=C5)OC)O)(C(=O)C)O)N)O.Cl. Synergy scores: CSS=28.7, Synergy_ZIP=-2.77, Synergy_Bliss=6.97, Synergy_Loewe=5.58, Synergy_HSA=5.67. Drug 1: COC1=C(C=C2C(=C1)N=CN=C2NC3=CC(=C(C=C3)F)Cl)OCCCN4CCOCC4. (6) Drug 1: CC1CCC2CC(C(=CC=CC=CC(CC(C(=O)C(C(C(=CC(C(=O)CC(OC(=O)C3CCCCN3C(=O)C(=O)C1(O2)O)C(C)CC4CCC(C(C4)OC)O)C)C)O)OC)C)C)C)OC. Drug 2: C1CNP(=O)(OC1)N(CCCl)CCCl. Cell line: NCI-H460. Synergy scores: CSS=7.12, Synergy_ZIP=-2.57, Synergy_Bliss=-0.00155, Synergy_Loewe=-11.7, Synergy_HSA=-1.30. (7) Drug 1: CC12CCC3C(C1CCC2=O)CC(=C)C4=CC(=O)C=CC34C. Drug 2: CCN(CC)CCCC(C)NC1=C2C=C(C=CC2=NC3=C1C=CC(=C3)Cl)OC. Cell line: UACC-257. Synergy scores: CSS=36.7, Synergy_ZIP=-0.212, Synergy_Bliss=0.502, Synergy_Loewe=-0.620, Synergy_HSA=0.641. (8) Drug 1: CC1=C(C=C(C=C1)NC2=NC=CC(=N2)N(C)C3=CC4=NN(C(=C4C=C3)C)C)S(=O)(=O)N.Cl. Drug 2: C1=CN(C=N1)CC(O)(P(=O)(O)O)P(=O)(O)O. Cell line: RPMI-8226. Synergy scores: CSS=-9.03, Synergy_ZIP=6.64, Synergy_Bliss=5.89, Synergy_Loewe=-0.518, Synergy_HSA=-1.76.